This data is from Forward reaction prediction with 1.9M reactions from USPTO patents (1976-2016). The task is: Predict the product of the given reaction. (1) Given the reactants [N+:1]([C:4]([N+:13]([O-:15])=[O:14])([N+:10]([O-:12])=[O:11])[C:5]1[N:6]=[N:7][NH:8][N:9]=1)([O-:3])=[O:2].[NH3:16].[BH3:17].[H][H], predict the reaction product. The product is: [N+:13]([C:4]([N+:1]([O-:3])=[O:2])([N+:10]([O-:12])=[O:11])[C:5]1[N:6]=[N:7][N:8]([B-:17]([N:7]2[N:8]=[N:9][C:5]([C:4]([N+:1]([O-:3])=[O:2])([N+:10]([O-:12])=[O:11])[N+:13]([O-:15])=[O:14])=[N:6]2)([N:7]2[N:8]=[N:9][C:5]([C:4]([N+:1]([O-:3])=[O:2])([N+:10]([O-:12])=[O:11])[N+:13]([O-:15])=[O:14])=[N:6]2)[N:16]2[N:8]=[N:9][C:5]([C:4]([N+:13]([O-:15])=[O:14])([N+:1]([O-:3])=[O:2])[N+:10]([O-:12])=[O:11])=[N:6]2)[N:9]=1)([O-:15])=[O:14].[NH4+:1]. (2) Given the reactants [NH2:1][C:2]1[CH:19]=[CH:18][C:5]2[N:6]=[C:7]([NH:9][C:10](=[O:17])[C:11]3[CH:16]=[CH:15][N:14]=[CH:13][CH:12]=3)[S:8][C:4]=2[CH:3]=1.Cl[C:21]1[C:30]2[C:25](=[CH:26][C:27]([O:33][CH3:34])=[C:28]([O:31][CH3:32])[CH:29]=2)[N:24]=[CH:23][N:22]=1, predict the reaction product. The product is: [CH3:32][O:31][C:28]1[CH:29]=[C:30]2[C:25](=[CH:26][C:27]=1[O:33][CH3:34])[N:24]=[CH:23][N:22]=[C:21]2[NH:1][C:2]1[CH:19]=[CH:18][C:5]2[N:6]=[C:7]([NH:9][C:10](=[O:17])[C:11]3[CH:12]=[CH:13][N:14]=[CH:15][CH:16]=3)[S:8][C:4]=2[CH:3]=1. (3) Given the reactants [CH:1]1(O)[CH2:6][CH2:5][CH2:4][CH2:3][CH2:2]1.[H-].[Na+].CC1C=CC(S([O:20][CH2:21][CH2:22][O:23][C:24]2[CH:29]=[CH:28][C:27]([CH2:30][C:31]3[CH:36]=[C:35]([Br:37])[CH:34]=[CH:33][C:32]=3[Cl:38])=[CH:26][CH:25]=2)(=O)=O)=CC=1, predict the reaction product. The product is: [Br:37][C:35]1[CH:34]=[CH:33][C:32]([Cl:38])=[C:31]([CH2:30][C:27]2[CH:26]=[CH:25][C:24]([O:23][CH2:22][CH2:21][O:20][CH:1]3[CH2:6][CH2:5][CH2:4][CH2:3][CH2:2]3)=[CH:29][CH:28]=2)[CH:36]=1. (4) Given the reactants [Li+].C[Si]([N-][Si](C)(C)C)(C)C.[O:11]=[C:12]1[CH2:16][N:15]([C:17]([O:19][C:20]([CH3:23])([CH3:22])[CH3:21])=[O:18])[C@H:14]([C:24]([O:26][CH3:27])=[O:25])[CH2:13]1.[F:28][C:29]([F:48])([F:47])[S:30](N(C1C=CC=CC=1)[S:30]([C:29]([F:48])([F:47])[F:28])(=[O:32])=[O:31])(=[O:32])=[O:31].CCOC(C)=O, predict the reaction product. The product is: [F:28][C:29]([F:48])([F:47])[S:30]([O:11][C:12]1[CH2:16][N:15]([C:17]([O:19][C:20]([CH3:21])([CH3:22])[CH3:23])=[O:18])[C@H:14]([C:24]([O:26][CH3:27])=[O:25])[CH:13]=1)(=[O:32])=[O:31]. (5) The product is: [Cl:1][C:2]1[CH:3]=[C:4]2[C:8](=[CH:9][CH:10]=1)[NH:7][CH:6]=[C:5]2[CH:17]([N:18]([CH3:19])[CH3:20])[C:16]1[CH:21]=[CH:22][C:13]([CH3:12])=[CH:14][CH:15]=1. Given the reactants [Cl:1][C:2]1[CH:3]=[C:4]2[C:8](=[CH:9][CH:10]=1)[NH:7][CH:6]=[CH:5]2.[Cl-].[CH3:12][C:13]1[CH:22]=[CH:21][C:16]([CH:17]=[N+:18]([CH3:20])[CH3:19])=[CH:15][CH:14]=1.CC1C=CC(C=O)=CC=1.CNC, predict the reaction product. (6) Given the reactants [CH2:1]([CH:4]([CH2:7][CH2:8][CH2:9][CH2:10][CH3:11])[CH:5]=[O:6])[CH2:2][CH3:3].CCCCCCCCC.CC(=[O:30])CCCCCCC, predict the reaction product. The product is: [CH2:1]([CH:4]([CH2:7][CH2:8][CH2:9][CH2:10][CH3:11])[C:5]([OH:30])=[O:6])[CH2:2][CH3:3].